Dataset: NCI-60 drug combinations with 297,098 pairs across 59 cell lines. Task: Regression. Given two drug SMILES strings and cell line genomic features, predict the synergy score measuring deviation from expected non-interaction effect. (1) Drug 1: C#CCC(CC1=CN=C2C(=N1)C(=NC(=N2)N)N)C3=CC=C(C=C3)C(=O)NC(CCC(=O)O)C(=O)O. Drug 2: C1=NC2=C(N1)C(=S)N=CN2. Cell line: 786-0. Synergy scores: CSS=51.3, Synergy_ZIP=0.288, Synergy_Bliss=-0.291, Synergy_Loewe=2.12, Synergy_HSA=-0.270. (2) Drug 1: CCCS(=O)(=O)NC1=C(C(=C(C=C1)F)C(=O)C2=CNC3=C2C=C(C=N3)C4=CC=C(C=C4)Cl)F. Drug 2: CCN(CC)CCCC(C)NC1=C2C=C(C=CC2=NC3=C1C=CC(=C3)Cl)OC. Cell line: T-47D. Synergy scores: CSS=15.6, Synergy_ZIP=-1.68, Synergy_Bliss=1.16, Synergy_Loewe=-2.91, Synergy_HSA=-0.376. (3) Cell line: A498. Drug 1: CC(CN1CC(=O)NC(=O)C1)N2CC(=O)NC(=O)C2. Drug 2: CC1CCCC2(C(O2)CC(NC(=O)CC(C(C(=O)C(C1O)C)(C)C)O)C(=CC3=CSC(=N3)C)C)C. Synergy scores: CSS=14.8, Synergy_ZIP=-7.40, Synergy_Bliss=-5.36, Synergy_Loewe=-4.88, Synergy_HSA=-4.88. (4) Drug 1: CN1C(=O)N2C=NC(=C2N=N1)C(=O)N. Drug 2: CCN(CC)CCCC(C)NC1=C2C=C(C=CC2=NC3=C1C=CC(=C3)Cl)OC. Cell line: HOP-62. Synergy scores: CSS=29.4, Synergy_ZIP=-9.00, Synergy_Bliss=-2.45, Synergy_Loewe=-25.0, Synergy_HSA=-5.64. (5) Drug 1: CC12CCC(CC1=CCC3C2CCC4(C3CC=C4C5=CN=CC=C5)C)O. Drug 2: CC1CCCC2(C(O2)CC(NC(=O)CC(C(C(=O)C(C1O)C)(C)C)O)C(=CC3=CSC(=N3)C)C)C. Cell line: RPMI-8226. Synergy scores: CSS=47.1, Synergy_ZIP=4.67, Synergy_Bliss=6.20, Synergy_Loewe=-2.09, Synergy_HSA=1.69. (6) Drug 1: CC1=C2C(C(=O)C3(C(CC4C(C3C(C(C2(C)C)(CC1OC(=O)C(C(C5=CC=CC=C5)NC(=O)OC(C)(C)C)O)O)OC(=O)C6=CC=CC=C6)(CO4)OC(=O)C)OC)C)OC. Drug 2: CN(C(=O)NC(C=O)C(C(C(CO)O)O)O)N=O. Synergy scores: CSS=45.3, Synergy_ZIP=5.50, Synergy_Bliss=2.82, Synergy_Loewe=-4.92, Synergy_HSA=4.16. Cell line: SN12C. (7) Drug 1: CC12CCC3C(C1CCC2O)C(CC4=C3C=CC(=C4)O)CCCCCCCCCS(=O)CCCC(C(F)(F)F)(F)F. Drug 2: CCC1=C2CN3C(=CC4=C(C3=O)COC(=O)C4(CC)O)C2=NC5=C1C=C(C=C5)O. Cell line: BT-549. Synergy scores: CSS=16.0, Synergy_ZIP=-3.51, Synergy_Bliss=-0.347, Synergy_Loewe=-17.5, Synergy_HSA=0.870. (8) Drug 1: CC1=C(N=C(N=C1N)C(CC(=O)N)NCC(C(=O)N)N)C(=O)NC(C(C2=CN=CN2)OC3C(C(C(C(O3)CO)O)O)OC4C(C(C(C(O4)CO)O)OC(=O)N)O)C(=O)NC(C)C(C(C)C(=O)NC(C(C)O)C(=O)NCCC5=NC(=CS5)C6=NC(=CS6)C(=O)NCCC[S+](C)C)O. Synergy scores: CSS=59.1, Synergy_ZIP=-0.159, Synergy_Bliss=-0.117, Synergy_Loewe=-4.73, Synergy_HSA=5.73. Cell line: NCI/ADR-RES. Drug 2: C1CCC(C(C1)N)N.C(=O)(C(=O)[O-])[O-].[Pt+4]. (9) Drug 1: CC1=C(C=C(C=C1)NC2=NC=CC(=N2)N(C)C3=CC4=NN(C(=C4C=C3)C)C)S(=O)(=O)N.Cl. Drug 2: C1C(C(OC1N2C=NC3=C2NC=NCC3O)CO)O. Cell line: NCI/ADR-RES. Synergy scores: CSS=1.97, Synergy_ZIP=0.843, Synergy_Bliss=2.41, Synergy_Loewe=0.814, Synergy_HSA=0.953.